Predict the reactants needed to synthesize the given product. From a dataset of Retrosynthesis with 50K atom-mapped reactions and 10 reaction types from USPTO. (1) Given the product CC(C)(C)c1ccc(C(=O)N2CCN(c3cc(F)c(O)cc3F)CC2)cc1, predict the reactants needed to synthesize it. The reactants are: COc1cc(F)c(N2CCN(C(=O)c3ccc(C(C)(C)C)cc3)CC2)cc1F. (2) Given the product CCOC(=O)c1nc(-c2ccc(NC(=O)Nc3ccccc3)cc2)nc(N2CCOCC2)c1OCC, predict the reactants needed to synthesize it. The reactants are: CCOC(=O)c1nc(-c2ccc(N)cc2)nc(N2CCOCC2)c1OCC.O=C=Nc1ccccc1.